This data is from Experimentally validated miRNA-target interactions with 360,000+ pairs, plus equal number of negative samples. The task is: Binary Classification. Given a miRNA mature sequence and a target amino acid sequence, predict their likelihood of interaction. (1) The miRNA is hsa-miR-4723-5p with sequence UGGGGGAGCCAUGAGAUAAGAGCA. The protein sequence of the target gene is MSAWTMGAQGLDKRGSFFKLIDTIASEIGELKREMVQTDISRENGLEPSETHSMVRHKDGGYSEDKDGKTCPRDSGYDSLSNRLSILDRLLHTHPIWLQLSLSEEEAAEVLQAQPPGIFLVRKSSKMQKKVLSLRLPCEFGAPLKEFTIKESTYTFSLEGSGISFADLFRLIAFYCISRDVLPFTLKLPYAISTAKTESQLEELAQLGLNFWSSSADNKPLNSPPPHRPLPSAGICPASLRQLCLINGVHSIKTRTPSELECSQTNGALCFINPLFLKVHSQDLSTGPKRPSTRTPNANG.... Result: 0 (no interaction). (2) The protein sequence of the target gene is MPLPEPSEQEGESVKASQEPSPKPGTEVIPAAPRKPRKFSKLVLLTASKDSTKVAGAKRKGVHCVMSLGVPGPATLAKALLQTHPEAQRAIEAAPQEPEQKRSRQDPGTDRTEDSGLAAGPPEAAGENFAPCSVAPGKSL. The miRNA is hsa-miR-450a-5p with sequence UUUUGCGAUGUGUUCCUAAUAU. Result: 0 (no interaction). (3) The miRNA is hsa-miR-6894-5p with sequence AGGAGGAUGGAGAGCUGGGCCAGA. The protein sequence of the target gene is MAESSSESDHFRCRDRLSPWAARSTHRGTRSLPTVEVTEKVNTITSTLQDTSRNLRQVDQMLGRYREYSNGQAGAIEHLKESLEQSIDQLRSQRLLRNSGGRSISVTSLSASDLDGGTGSELHHFPPTSPLKDYGDPQGIKRMRSRTGVRFVQETDDMTQLHGFHQSLRDLSSEQIRLGDDFNRELSRRSRSDAETKRALEELTEKLNEAQKQEVVSDRVERRLQELEREMRTERELVERRQDQLGLMSLQLQEALKKQEAKADEHEGAIKNKLRQTETEKNQLEQELELSRRLLNQSEG.... Result: 0 (no interaction).